Dataset: Forward reaction prediction with 1.9M reactions from USPTO patents (1976-2016). Task: Predict the product of the given reaction. (1) Given the reactants [Cl:1][C:2]1[CH:3]=[C:4]([S:9][CH2:10][C:11](=O)[CH3:12])[CH:5]=[CH:6][C:7]=1[F:8], predict the reaction product. The product is: [Cl:1][C:2]1[C:7]([F:8])=[CH:6][C:5]2[C:11]([CH3:12])=[CH:10][S:9][C:4]=2[CH:3]=1. (2) Given the reactants [NH2:1][C:2]1[CH:10]=[CH:9][C:8]([CH2:11][N:12]2[CH2:17][CH2:16][N:15]([CH3:18])[CH2:14][CH2:13]2)=[CH:7][C:3]=1[C:4](O)=[O:5].CC[N:21]=C=NCCCN(C)C.Cl.C1C=CC2N(O)N=NC=2C=1.CN1CCOCC1.[NH4+].[OH-], predict the reaction product. The product is: [NH2:1][C:2]1[CH:10]=[CH:9][C:8]([CH2:11][N:12]2[CH2:17][CH2:16][N:15]([CH3:18])[CH2:14][CH2:13]2)=[CH:7][C:3]=1[C:4]([NH2:21])=[O:5]. (3) The product is: [Br-:14].[CH2:1]([O:8][C:9]1[CH:16]=[CH:15][C:12]([CH2:13][P+:23]([C:24]2[CH:25]=[CH:26][CH:27]=[CH:28][CH:29]=2)([C:30]2[CH:35]=[CH:34][CH:33]=[CH:32][CH:31]=2)[C:20]2[CH:19]=[CH:18][CH:17]=[CH:22][CH:21]=2)=[CH:11][CH:10]=1)[C:2]1[CH:7]=[CH:6][CH:5]=[CH:4][CH:3]=1. Given the reactants [CH2:1]([O:8][C:9]1[CH:16]=[CH:15][C:12]([CH2:13][Br:14])=[CH:11][CH:10]=1)[C:2]1[CH:7]=[CH:6][CH:5]=[CH:4][CH:3]=1.[CH:17]1[CH:22]=[CH:21][C:20]([P:23]([C:30]2[CH:35]=[CH:34][CH:33]=[CH:32][CH:31]=2)[C:24]2[CH:29]=[CH:28][CH:27]=[CH:26][CH:25]=2)=[CH:19][CH:18]=1, predict the reaction product. (4) Given the reactants [CH3:1][O:2][C:3](=[O:31])[CH:4]([C:9]1[CH:14]=[C:13]([O:15][S:16]([C:19]([F:22])([F:21])[F:20])(=[O:18])=[O:17])[CH:12]=[C:11](OCC2C=CC=CC=2)[CH:10]=1)[CH2:5][C:6]([CH3:8])=[CH2:7].[F:32][C:33]([F:48])([F:47])[C:34]1[CH:35]=[C:36](B(O)O)[CH:37]=[C:38]([C:40]([F:43])([F:42])[F:41])[CH:39]=1, predict the reaction product. The product is: [CH3:1][O:2][C:3](=[O:31])[CH:4]([C:9]1[CH:10]=[C:11]([C:36]2[CH:37]=[C:38]([C:40]([F:43])([F:41])[F:42])[CH:39]=[C:34]([C:33]([F:32])([F:48])[F:47])[CH:35]=2)[CH:12]=[C:13]([O:15][S:16]([C:19]([F:21])([F:22])[F:20])(=[O:18])=[O:17])[CH:14]=1)[CH2:5][CH:6]([CH3:7])[CH3:8]. (5) Given the reactants COC[O:4][CH2:5][CH2:6][C:7]1[CH:14]=[CH:13][C:10]([CH:11]=[O:12])=[CH:9][CH:8]=1.CO.Cl.[OH-].[Na+], predict the reaction product. The product is: [OH:4][CH2:5][CH2:6][C:7]1[CH:14]=[CH:13][C:10]([CH:11]=[O:12])=[CH:9][CH:8]=1. (6) The product is: [CH3:1][O:2][C:3]([C:5]1[N:6]=[C:7]([NH:10][C:11](=[O:28])[C@@H:12]([NH2:20])[CH2:13][C:14]2[CH:19]=[CH:18][CH:17]=[CH:16][CH:15]=2)[S:8][CH:9]=1)=[O:4]. Given the reactants [CH3:1][O:2][C:3]([C:5]1[N:6]=[C:7]([NH:10][C:11](=[O:28])[C@@H:12]([NH:20]C(OC(C)(C)C)=O)[CH2:13][C:14]2[CH:19]=[CH:18][CH:17]=[CH:16][CH:15]=2)[S:8][CH:9]=1)=[O:4].FC(F)(F)C(O)=O, predict the reaction product. (7) Given the reactants [Br:1][C:2]1[CH:3]=[CH:4][C:5]([F:12])=[C:6]([CH2:8][CH2:9][CH2:10][OH:11])[CH:7]=1.N1C=CC=CC=1.[S:19](Cl)([C:22]1[CH:28]=[CH:27][C:25]([CH3:26])=[CH:24][CH:23]=1)(=[O:21])=[O:20], predict the reaction product. The product is: [Br:1][C:2]1[CH:3]=[CH:4][C:5]([F:12])=[C:6]([CH2:8][CH2:9][CH2:10][O:11][S:19]([C:22]2[CH:28]=[CH:27][C:25]([CH3:26])=[CH:24][CH:23]=2)(=[O:21])=[O:20])[CH:7]=1.